This data is from Catalyst prediction with 721,799 reactions and 888 catalyst types from USPTO. The task is: Predict which catalyst facilitates the given reaction. (1) Reactant: [Cl:1][C:2]1[N:6]2[CH2:7][CH2:8][N:9]([C:11]([O:13][C:14]([CH3:17])([CH3:16])[CH3:15])=[O:12])[CH2:10][C:5]2=[C:4]([C:18]([N:20]2C=CN=C2)=[O:19])[C:3]=1[C:25]1[CH:30]=[CH:29][CH:28]=[C:27]([C:31]#[N:32])[CH:26]=1.N.O. Product: [C:18]([C:4]1[C:3]([C:25]2[CH:30]=[CH:29][CH:28]=[C:27]([C:31]#[N:32])[CH:26]=2)=[C:2]([Cl:1])[N:6]2[CH2:7][CH2:8][N:9]([C:11]([O:13][C:14]([CH3:17])([CH3:16])[CH3:15])=[O:12])[CH2:10][C:5]=12)(=[O:19])[NH2:20]. The catalyst class is: 9. (2) Reactant: [OH:1][CH2:2][C@H:3]([NH:17][C:18](=[O:24])[O:19][C:20]([CH3:23])([CH3:22])[CH3:21])[C:4]1[CH:9]=[CH:8][C:7]([O:10][CH2:11][CH:12]([CH3:16])[CH2:13][CH2:14][CH3:15])=[CH:6][CH:5]=1.C(=O)(O)[O-].[Na+].CC(OI1(OC(C)=O)(OC(C)=O)OC(=O)C2C=CC=CC1=2)=O.OS([O-])=O.[Na+]. Product: [CH3:16][CH:12]([CH2:13][CH2:14][CH3:15])[CH2:11][O:10][C:7]1[CH:6]=[CH:5][C:4]([C@@H:3]([NH:17][C:18](=[O:24])[O:19][C:20]([CH3:22])([CH3:21])[CH3:23])[CH:2]=[O:1])=[CH:9][CH:8]=1. The catalyst class is: 4. (3) Reactant: [CH3:1][O:2][C:3]([C:5]1([C:8]2[CH:13]=[CH:12][C:11]([OH:14])=[C:10]([N+:15]([O-])=O)[CH:9]=2)[CH2:7][CH2:6]1)=[O:4]. Product: [CH3:1][O:2][C:3]([C:5]1([C:8]2[CH:13]=[CH:12][C:11]([OH:14])=[C:10]([NH2:15])[CH:9]=2)[CH2:7][CH2:6]1)=[O:4]. The catalyst class is: 94. (4) Reactant: C1CCN2C(=NCCC2)CC1.[CH3:12][O:13][C:14](=[O:33])[CH:15]([NH:22]C(OCC1C=CC=CC=1)=O)P(OC)(OC)=O.[CH3:34][C:35]1[CH:36]=[C:37]([CH:43]=O)[C:38](=[CH:41][CH:42]=1)[CH:39]=O.C(OC(C(F)(F)F)=O)(C(F)(F)F)=O. Product: [CH3:34][C:35]1[CH:36]=[C:37]2[C:38](=[CH:41][CH:42]=1)[CH:39]=[N:22][C:15]([C:14]([O:13][CH3:12])=[O:33])=[CH:43]2. The catalyst class is: 2. (5) Reactant: [C:1]([O:5][C:6]([N:8]1[CH2:15][C@H:14]([O:16][C:17]2[C:18]3[S:31][CH:30]=[CH:29][C:19]=3[N:20]=[C:21]([C:23]3[CH:28]=[CH:27][CH:26]=[CH:25][N:24]=3)[N:22]=2)[CH2:13][C@H:9]1[C:10]([OH:12])=O)=[O:7])([CH3:4])([CH3:3])[CH3:2].Cl.[NH2:33][C@:34]1([C:39]([O:41][CH3:42])=[O:40])[CH2:36][C@H:35]1[CH:37]=[CH2:38].C(N(CC)CC)C.CN(C(ON1N=NC2C=CC=NC1=2)=[N+](C)C)C.F[P-](F)(F)(F)(F)F.C(=O)(O)[O-].[Na+]. Product: [CH3:42][O:41][C:39]([C@@:34]1([NH:33][C:10]([C@@H:9]2[CH2:13][C@@H:14]([O:16][C:17]3[C:18]4[S:31][CH:30]=[CH:29][C:19]=4[N:20]=[C:21]([C:23]4[CH:28]=[CH:27][CH:26]=[CH:25][N:24]=4)[N:22]=3)[CH2:15][N:8]2[C:6]([O:5][C:1]([CH3:4])([CH3:2])[CH3:3])=[O:7])=[O:12])[CH2:36][C@H:35]1[CH:37]=[CH2:38])=[O:40]. The catalyst class is: 44. (6) Reactant: Br[C:2](Cl)(Cl)[C:3]([Br:6])(Cl)Cl.C1(P(C2C=CC=CC=2)C2C=CC=CC=2)C=CC=CC=1.[F:28][C:29]([F:44])([F:43])[C:30]1[CH:31]=[C:32]([C@H](O)C)[CH:33]=[C:34]([C:36]([F:39])([F:38])[F:37])[CH:35]=1.CCCCCC. Product: [Br:6][C@H:3]([C:32]1[CH:33]=[C:34]([C:36]([F:39])([F:37])[F:38])[CH:35]=[C:30]([C:29]([F:28])([F:44])[F:43])[CH:31]=1)[CH3:2]. The catalyst class is: 11. (7) Reactant: [NH2:1][C:2]1[CH:7]=[C:6]([Cl:8])[CH:5]=[C:4]([Br:9])[C:3]=1[OH:10].C([O-])([O-])=O.[K+].[K+].[CH2:17]([O:19][C:20](=[O:28])[CH:21](Br)[C:22](OCC)=O)[CH3:18]. Product: [CH2:17]([O:19][C:20]([CH:21]1[CH2:22][NH:1][C:2]2[CH:7]=[C:6]([Cl:8])[CH:5]=[C:4]([Br:9])[C:3]=2[O:10]1)=[O:28])[CH3:18]. The catalyst class is: 21. (8) Reactant: [NH:1]1[CH2:6][CH2:5][CH:4]([NH:7][C:8](=[O:14])[O:9][C:10]([CH3:13])([CH3:12])[CH3:11])[CH2:3][CH2:2]1.C(N(CC)CC)C.[CH3:22][N:23]([CH3:27])[C:24](Cl)=[O:25].C(OCC)(=O)C. Product: [CH3:22][N:23]([CH3:27])[C:24]([N:1]1[CH2:2][CH2:3][CH:4]([NH:7][C:8](=[O:14])[O:9][C:10]([CH3:11])([CH3:13])[CH3:12])[CH2:5][CH2:6]1)=[O:25]. The catalyst class is: 4.